Dataset: Peptide-MHC class I binding affinity with 185,985 pairs from IEDB/IMGT. Task: Regression. Given a peptide amino acid sequence and an MHC pseudo amino acid sequence, predict their binding affinity value. This is MHC class I binding data. (1) The peptide sequence is HLMGWDYPK. The MHC is HLA-A11:01 with pseudo-sequence HLA-A11:01. The binding affinity (normalized) is 1.00. (2) The peptide sequence is SASAFFGMSR. The MHC is HLA-A31:01 with pseudo-sequence HLA-A31:01. The binding affinity (normalized) is 0.792. (3) The peptide sequence is PHPVVVRTL. The MHC is HLA-A03:01 with pseudo-sequence HLA-A03:01. The binding affinity (normalized) is 0.0847. (4) The peptide sequence is KLAQVRRAM. The MHC is HLA-B51:01 with pseudo-sequence HLA-B51:01. The binding affinity (normalized) is 0.0847. (5) The binding affinity (normalized) is 0.728. The MHC is HLA-A02:12 with pseudo-sequence HLA-A02:12. The peptide sequence is NLMVNEQAA. (6) The peptide sequence is IEAGDEVFF. The MHC is HLA-B40:01 with pseudo-sequence HLA-B40:01. The binding affinity (normalized) is 0.600.